This data is from Catalyst prediction with 721,799 reactions and 888 catalyst types from USPTO. The task is: Predict which catalyst facilitates the given reaction. (1) Reactant: [C:1]([C:5]1[CH:6]=[C:7]([C:16]2[C:17]([O:22][CH3:23])=[N:18][CH:19]=[CH:20][CH:21]=2)[CH:8]=[C:9]([N+:13]([O-])=O)[C:10]=1[O:11][CH3:12])([CH3:4])([CH3:3])[CH3:2]. Product: [C:1]([C:5]1[C:10]([O:11][CH3:12])=[C:9]([NH2:13])[CH:8]=[C:7]([C:16]2[C:17]([O:22][CH3:23])=[N:18][CH:19]=[CH:20][CH:21]=2)[CH:6]=1)([CH3:4])([CH3:2])[CH3:3]. The catalyst class is: 582. (2) Reactant: Br[C:2]1[CH:7]=[CH:6][C:5]([Br:8])=[CH:4][CH:3]=1.CCCCCC.Cl[C:16]1[N:21]=[C:20]([C:22]2[CH:27]=[CH:26][CH:25]=[CH:24][CH:23]=2)[N:19]=[C:18]([C:28]2[CH:33]=[CH:32][CH:31]=[CH:30][CH:29]=2)[N:17]=1. Product: [Br:8][C:5]1[CH:6]=[CH:7][C:2]([C:16]2[N:21]=[C:20]([C:22]3[CH:27]=[CH:26][CH:25]=[CH:24][CH:23]=3)[N:19]=[C:18]([C:28]3[CH:29]=[CH:30][CH:31]=[CH:32][CH:33]=3)[N:17]=2)=[CH:3][CH:4]=1. The catalyst class is: 7. (3) Reactant: Cl[CH2:2][CH2:3][N:4]([CH2:12][CH2:13]Cl)[C:5](=[O:11])[O:6][C:7]([CH3:10])(C)C.[N:15]1[CH:20]=[CH:19][CH:18]=[CH:17][C:16]=1[C:21]1([NH2:24])[CH2:23][CH2:22]1.[CH:25](N(CC)C(C)C)(C)[CH3:26]. Product: [N:15]1[CH:20]=[CH:19][CH:18]=[CH:17][C:16]=1[C:21]1([N:24]2[CH2:2][CH2:3][N:4]([C:5]([O:6][CH2:7][CH2:10][CH2:25][CH3:26])=[O:11])[CH2:12][CH2:13]2)[CH2:23][CH2:22]1. The catalyst class is: 9. (4) Reactant: [CH:1]1[C:10]2[C:5](=[CH:6][CH:7]=[CH:8][CH:9]=2)[CH:4]=[CH:3][C:2]=1[O:11][CH2:12][CH2:13][N:14]1C(=O)C2C(=CC=CC=2)C1=O.O.NN. Product: [CH:1]1[C:10]2[C:5](=[CH:6][CH:7]=[CH:8][CH:9]=2)[CH:4]=[CH:3][C:2]=1[O:11][CH2:12][CH2:13][NH2:14]. The catalyst class is: 8. (5) Reactant: [F:1][C:2]1[CH:3]=[N:4][C:5]2[C:10]([C:11]=1[CH2:12][CH2:13][CH2:14][C:15]1([C:33]([O:35]CC)=[O:34])[CH2:20][CH2:19][N:18]([CH2:21][CH2:22][O:23][C:24]3[CH:29]=[C:28]([F:30])[C:27]([F:31])=[C:26]([F:32])[CH:25]=3)[CH2:17][CH2:16]1)=[CH:9][C:8]([O:38][CH3:39])=[CH:7][CH:6]=2.[OH-].[Na+]. Product: [F:1][C:2]1[CH:3]=[N:4][C:5]2[C:10]([C:11]=1[CH2:12][CH2:13][CH2:14][C:15]1([C:33]([OH:35])=[O:34])[CH2:16][CH2:17][N:18]([CH2:21][CH2:22][O:23][C:24]3[CH:29]=[C:28]([F:30])[C:27]([F:31])=[C:26]([F:32])[CH:25]=3)[CH2:19][CH2:20]1)=[CH:9][C:8]([O:38][CH3:39])=[CH:7][CH:6]=2. The catalyst class is: 169. (6) Reactant: [Cl:1][C:2]1[CH:3]=[C:4]([C:20]([O:22]C)=O)[C:5]([C:13]2[CH:18]=[CH:17][CH:16]=[C:15]([F:19])[CH:14]=2)=[C:6]([N+:10]([O-:12])=[O:11])[C:7]=1[C:8]#N.[H-].C([Al+]CC(C)C)C(C)C.CCCCCC.Cl.[OH2:41]. Product: [Cl:1][C:2]1[CH:3]=[C:4]([CH2:20][OH:22])[C:5]([C:13]2[CH:18]=[CH:17][CH:16]=[C:15]([F:19])[CH:14]=2)=[C:6]([N+:10]([O-:12])=[O:11])[C:7]=1[CH:8]=[O:41]. The catalyst class is: 2.